This data is from Peptide-MHC class I binding affinity with 185,985 pairs from IEDB/IMGT. The task is: Regression. Given a peptide amino acid sequence and an MHC pseudo amino acid sequence, predict their binding affinity value. This is MHC class I binding data. (1) The binding affinity (normalized) is 0.0847. The MHC is HLA-A02:19 with pseudo-sequence HLA-A02:19. The peptide sequence is ETFNTPAMY. (2) The peptide sequence is AYSSWMYSY. The MHC is HLA-A02:19 with pseudo-sequence HLA-A02:19. The binding affinity (normalized) is 0.0847. (3) The peptide sequence is DICSKHMDAR. The MHC is HLA-A68:01 with pseudo-sequence HLA-A68:01. The binding affinity (normalized) is 0.408. (4) The peptide sequence is KPGPAKFSL. The MHC is HLA-A02:16 with pseudo-sequence HLA-A02:16. The binding affinity (normalized) is 0.0847. (5) The peptide sequence is TINVNSLAL. The MHC is HLA-A02:01 with pseudo-sequence HLA-A02:01. The binding affinity (normalized) is 0.322. (6) The peptide sequence is KLYEELCDL. The MHC is HLA-A68:02 with pseudo-sequence HLA-A68:02. The binding affinity (normalized) is 0.0810. (7) The peptide sequence is NMDPLNDNI. The MHC is HLA-A02:03 with pseudo-sequence HLA-A02:03. The binding affinity (normalized) is 0.277.